From a dataset of M1 muscarinic receptor antagonist screen with 61,756 compounds. Binary Classification. Given a drug SMILES string, predict its activity (active/inactive) in a high-throughput screening assay against a specified biological target. (1) The drug is o1c(c2nc3c(c(c2)C(=O)Nc2cccnc2)cccc3)ccc1C. The result is 0 (inactive). (2) The molecule is S(=O)(=O)(Nc1nc(ccn1)C)c1ccc(NC(=O)C2OCCC2)cc1. The result is 0 (inactive).